Dataset: Catalyst prediction with 721,799 reactions and 888 catalyst types from USPTO. Task: Predict which catalyst facilitates the given reaction. (1) Reactant: C(OC([N:8]1[C:16]2[C:11](=[CH:12][CH:13]=[CH:14][CH:15]=2)[C:10]([CH2:17][CH:18]([NH:31]C(OC(C)(C)C)=O)[CH2:19][O:20][C:21]2[CH:22]=[N:23][CH:24]=[C:25]([C:27](OC)=O)[CH:26]=2)=[CH:9]1)=O)(C)(C)C.[CH3:39][O:40][C:41]1[CH:42]=[C:43]2[C:48](=[CH:49][C:50]=1[O:51][CH3:52])[N:47]=[CH:46][C:45]([C:53]#[N:54])=[C:44]2[CH3:55].[Li+].C[Si]([N-:61][Si](C)(C)C)(C)C.C(=O)=O.C(O)(C(F)(F)F)=O. Product: [NH2:31][C@@H:18]([CH2:17][C:10]1[C:11]2[C:16](=[CH:15][CH:14]=[CH:13][CH:12]=2)[NH:8][CH:9]=1)[CH2:19][O:20][C:21]1[CH:26]=[C:25]([C:27]2[CH:55]=[C:44]3[C:45](=[C:53]([NH2:61])[N:54]=2)[CH:46]=[N:47][C:48]2[CH:49]=[C:50]([O:51][CH3:52])[C:41]([O:40][CH3:39])=[CH:42][C:43]3=2)[CH:24]=[N:23][CH:22]=1. The catalyst class is: 20. (2) Product: [CH:72]1([C:46]2([N:13]([CH2:12][C:11]3[CH:49]=[C:50]([CH2:52][CH2:53][CH2:54][O:55][CH3:56])[CH:51]=[C:9]([OH:8])[CH:10]=3)[C:14](=[O:45])[CH:15]([CH2:25][C:26]3[CH:31]=[CH:30][C:29]([O:32][CH2:33][CH2:34][O:35][C:36]4[C:41]([Cl:42])=[CH:40][C:39]([CH3:43])=[CH:38][C:37]=4[Cl:44])=[CH:28][CH:27]=3)[CH2:16][NH:17][C:18](=[O:24])[O:19][C:20]([CH3:23])([CH3:22])[CH3:21])[CH2:47][CH2:48]2)[CH2:73][CH2:74]1. Reactant: [Si]([O:8][C:9]1[CH:10]=[C:11]([CH:49]=[C:50]([CH2:52][CH2:53][CH2:54][O:55][CH3:56])[CH:51]=1)[CH2:12][N:13]([CH:46]1[CH2:48][CH2:47]1)[C:14](=[O:45])[CH:15]([CH2:25][C:26]1[CH:31]=[CH:30][C:29]([O:32][CH2:33][CH2:34][O:35][C:36]2[C:41]([Cl:42])=[CH:40][C:39]([CH3:43])=[CH:38][C:37]=2[Cl:44])=[CH:28][CH:27]=1)[CH2:16][NH:17][C:18](=[O:24])[O:19][C:20]([CH3:23])([CH3:22])[CH3:21])(C(C)(C)C)(C)C.[F-].C([N+](C[CH2:72][CH2:73][CH3:74])(CCCC)CCCC)CCC. The catalyst class is: 1. (3) Reactant: [C:1]([C:5]1[CH:35]=[CH:34][C:8]([C:9]([NH:11][C:12]2[CH:17]=[CH:16][C:15]([C:18]3[S:22][C:21]([C:23]([NH:25][CH:26]([CH:31]([CH3:33])[CH3:32])[C:27]([O:29]C)=[O:28])=[O:24])=[N:20][CH:19]=3)=[CH:14][CH:13]=2)=[O:10])=[CH:7][CH:6]=1)([CH3:4])([CH3:3])[CH3:2].O.[OH-].[Li+].Cl. Product: [C:1]([C:5]1[CH:35]=[CH:34][C:8]([C:9]([NH:11][C:12]2[CH:13]=[CH:14][C:15]([C:18]3[S:22][C:21]([C:23]([NH:25][CH:26]([CH:31]([CH3:32])[CH3:33])[C:27]([OH:29])=[O:28])=[O:24])=[N:20][CH:19]=3)=[CH:16][CH:17]=2)=[O:10])=[CH:7][CH:6]=1)([CH3:3])([CH3:2])[CH3:4]. The catalyst class is: 1. (4) Reactant: [Cl:1][C:2]1[C:3]([CH3:22])=[C:4]([N:8]2[C:12](=[O:13])[CH2:11][N:10]([C:14](=[O:21])[CH2:15][NH:16][CH2:17][CH2:18][O:19][CH3:20])[CH2:9]2)[CH:5]=[CH:6][CH:7]=1.[Cl:23][C:24]1[CH:25]=[C:26]([CH:30]=[CH:31][CH:32]=1)[C:27](Cl)=[O:28].N1C=CC=CC=1. Product: [Cl:23][C:24]1[CH:25]=[C:26]([CH:30]=[CH:31][CH:32]=1)[C:27]([N:16]([CH2:15][C:14]([N:10]1[CH2:11][C:12](=[O:13])[N:8]([C:4]2[CH:5]=[CH:6][CH:7]=[C:2]([Cl:1])[C:3]=2[CH3:22])[CH2:9]1)=[O:21])[CH2:17][CH2:18][O:19][CH3:20])=[O:28]. The catalyst class is: 2. (5) Reactant: [F:1][C:2]1[CH:7]=[C:6]([N:8]([CH2:21][C:22]2[CH:23]=[C:24]([C:28]3[C:33]([CH3:34])=[CH:32][C:31]([O:35][CH2:36][C:37]4([OH:43])[CH2:42][CH2:41][S:40][CH2:39][CH2:38]4)=[CH:30][C:29]=3[CH3:44])[CH:25]=[CH:26][CH:27]=2)[S:9]([C:12]2[CH:17]=[CH:16][CH:15]=[CH:14][C:13]=2[N+:18]([O-:20])=[O:19])(=[O:11])=[O:10])[CH:5]=[CH:4][C:3]=1[CH2:45][CH2:46][C:47]([O:49][CH2:50][CH3:51])=[O:48].ClC1C=CC=C(C(OO)=[O:60])C=1. Product: [F:1][C:2]1[CH:7]=[C:6]([N:8]([CH2:21][C:22]2[CH:23]=[C:24]([C:28]3[C:33]([CH3:34])=[CH:32][C:31]([O:35][CH2:36][C:37]4([OH:43])[CH2:42][CH2:41][S:40](=[O:60])[CH2:39][CH2:38]4)=[CH:30][C:29]=3[CH3:44])[CH:25]=[CH:26][CH:27]=2)[S:9]([C:12]2[CH:17]=[CH:16][CH:15]=[CH:14][C:13]=2[N+:18]([O-:20])=[O:19])(=[O:10])=[O:11])[CH:5]=[CH:4][C:3]=1[CH2:45][CH2:46][C:47]([O:49][CH2:50][CH3:51])=[O:48]. The catalyst class is: 13. (6) Product: [C:4]([CH2:3][CH2:2][C:1]([N:17]1[CH2:16][CH2:15][CH:14]([CH:11]2[CH2:10][CH2:9][N:8]([C:20]([O:22][C:23]([CH3:26])([CH3:25])[CH3:24])=[O:21])[CH2:13][CH2:12]2)[CH2:19][CH2:18]1)=[O:7])([OH:6])=[O:5]. Reactant: [C:1]1(=[O:7])[O:6][C:4](=[O:5])[CH2:3][CH2:2]1.[N:8]1([C:20]([O:22][C:23]([CH3:26])([CH3:25])[CH3:24])=[O:21])[CH2:13][CH2:12][CH:11]([CH:14]2[CH2:19][CH2:18][NH:17][CH2:16][CH2:15]2)[CH2:10][CH2:9]1.C([O-])([O-])=O.[K+].[K+]. The catalyst class is: 1.